This data is from Full USPTO retrosynthesis dataset with 1.9M reactions from patents (1976-2016). The task is: Predict the reactants needed to synthesize the given product. (1) The reactants are: [C:1]([C@@H:3]([NH:7][C:8]([C:10]1[S:26][C:13]2=[N:14][C:15]3[CH2:16][CH2:17][CH:18]([C:22]([CH3:25])([CH3:24])[CH3:23])[CH2:19][C:20]=3[CH:21]=[C:12]2[CH:11]=1)=[O:9])[CH:4]([CH3:6])[CH3:5])#[N:2].[BH4-].[Na+]. Given the product [NH2:2][CH2:1][C@@H:3]([NH:7][C:8]([C:10]1[S:26][C:13]2=[N:14][C:15]3[CH2:16][CH2:17][CH:18]([C:22]([CH3:23])([CH3:25])[CH3:24])[CH2:19][C:20]=3[CH:21]=[C:12]2[CH:11]=1)=[O:9])[CH:4]([CH3:5])[CH3:6], predict the reactants needed to synthesize it. (2) Given the product [C:19]([O:22][CH2:23][N:5]1[C:6]([C:9]([OH:11])=[O:10])=[CH:7][C:8]2[O:1][CH:2]=[CH:3][C:4]1=2)(=[O:21])[CH3:20], predict the reactants needed to synthesize it. The reactants are: [O:1]1[C:8]2[CH:7]=[C:6]([C:9]([O:11]CC3C=CC=CC=3)=[O:10])[NH:5][C:4]=2[CH:3]=[CH:2]1.[C:19]([O:22][CH2:23]Cl)(=[O:21])[CH3:20]. (3) Given the product [C:12]1([S:18][C:2]2[CH:7]=[CH:6][CH:5]=[CH:4][C:3]=2[CH2:8][C:9]([OH:11])=[O:10])[CH:17]=[CH:16][CH:15]=[CH:14][CH:13]=1, predict the reactants needed to synthesize it. The reactants are: I[C:2]1[CH:7]=[CH:6][CH:5]=[CH:4][C:3]=1[CH2:8][C:9]([OH:11])=[O:10].[C:12]1([SH:18])[CH:17]=[CH:16][CH:15]=[CH:14][CH:13]=1.[OH-].[K+].CCOC(C)=O.